Predict which catalyst facilitates the given reaction. From a dataset of Catalyst prediction with 721,799 reactions and 888 catalyst types from USPTO. (1) Reactant: [CH3:1][O:2][C:3](=[O:19])[C:4]([CH3:18])([CH3:17])[CH2:5][CH2:6][CH2:7][CH2:8][NH:9][CH2:10][C:11]1[CH:16]=[CH:15][CH:14]=[CH:13][CH:12]=1.[C:20](O[C:20]([O:22][C:23]([CH3:26])([CH3:25])[CH3:24])=[O:21])([O:22][C:23]([CH3:26])([CH3:25])[CH3:24])=[O:21]. Product: [CH3:1][O:2][C:3](=[O:19])[C:4]([CH3:17])([CH3:18])[CH2:5][CH2:6][CH2:7][CH2:8][N:9]([CH2:10][C:11]1[CH:16]=[CH:15][CH:14]=[CH:13][CH:12]=1)[C:20]([O:22][C:23]([CH3:26])([CH3:25])[CH3:24])=[O:21]. The catalyst class is: 2. (2) Reactant: [S:1]1[C:5]2[CH:6]=[CH:7][CH:8]=[CH:9][C:4]=2[C:3]([N:10]2[CH2:15][CH2:14][NH:13][CH2:12][CH2:11]2)=[N:2]1.Br[CH2:17][CH2:18][C:19]1[CH:28]=[CH:27][C:22]2[NH:23][C:24](=[O:26])[O:25][C:21]=2[CH:20]=1.C(=O)([O-])[O-].[Na+].[Na+]. Product: [S:1]1[C:5]2[CH:6]=[CH:7][CH:8]=[CH:9][C:4]=2[C:3]([N:10]2[CH2:11][CH2:12][N:13]([CH2:17][CH2:18][C:19]3[CH:28]=[CH:27][C:22]4[NH:23][C:24](=[O:26])[O:25][C:21]=4[CH:20]=3)[CH2:14][CH2:15]2)=[N:2]1. The catalyst class is: 824. (3) Reactant: [O:1]1[CH2:6][CH2:5][C:4]([C:9]#[N:10])([C:7]#[N:8])[CH2:3][CH2:2]1.[BH4-].[Na+]. Product: [NH2:10][CH2:9][C:4]1([C:7]#[N:8])[CH2:5][CH2:6][O:1][CH2:2][CH2:3]1. The catalyst class is: 14. (4) Reactant: Cl.Cl.[N:3]1([C:10]2[CH:11]=[C:12]([CH2:20][CH3:21])[CH:13]=[C:14]3[C:19]=2[N:18]=[CH:17][CH:16]=[CH:15]3)[CH2:9][CH2:8][CH2:7][NH:6][CH2:5][CH2:4]1.Cl[CH2:23][C:24]1[N:25]=[C:26]([C:29]2[CH:34]=[CH:33][CH:32]=[CH:31][CH:30]=2)[S:27][CH:28]=1.C([O-])([O-])=O.[Cs+].[Cs+].CCOC(C)=O. Product: [CH2:20]([C:12]1[CH:13]=[C:14]2[C:19](=[C:10]([N:3]3[CH2:9][CH2:8][CH2:7][N:6]([CH2:23][C:24]4[N:25]=[C:26]([C:29]5[CH:30]=[CH:31][CH:32]=[CH:33][CH:34]=5)[S:27][CH:28]=4)[CH2:5][CH2:4]3)[CH:11]=1)[N:18]=[CH:17][CH:16]=[CH:15]2)[CH3:21]. The catalyst class is: 3. (5) Reactant: [Cl:1][C:2]1[CH:3]=[C:4]([C:8]#[C:9][C:10]2[NH:11][O:12][CH:13]3[NH:17][CH2:16][CH2:15][C:14]=23)[CH:5]=[CH:6][CH:7]=1.C(N(CC)CC)C.[F:25][C:26]1([F:35])[CH2:31][CH2:30][CH:29]([C:32](Cl)=[O:33])[CH2:28][CH2:27]1.O. Product: [Cl:1][C:2]1[CH:3]=[C:4]([C:8]#[C:9][C:10]2[CH:14]3[CH2:15][CH2:16][N:17]([C:32]([CH:29]4[CH2:30][CH2:31][C:26]([F:35])([F:25])[CH2:27][CH2:28]4)=[O:33])[CH:13]3[O:12][N:11]=2)[CH:5]=[CH:6][CH:7]=1. The catalyst class is: 2.